From a dataset of Catalyst prediction with 721,799 reactions and 888 catalyst types from USPTO. Predict which catalyst facilitates the given reaction. Reactant: [CH3:1][O:2][C:3]1[CH:4]=[C:5]([CH:27]=[C:28]([O:32][CH3:33])[C:29]=1[O:30][CH3:31])[C:6]([N:8]1[CH2:12][CH2:11][C:10]([C:19]2[CH:24]=[CH:23][C:22]([Cl:25])=[C:21]([Cl:26])[CH:20]=2)([CH2:13][CH2:14][O:15]C(=O)C)[CH2:9]1)=[O:7].[OH-].[Li+]. Product: [CH3:1][O:2][C:3]1[CH:4]=[C:5]([CH:27]=[C:28]([O:32][CH3:33])[C:29]=1[O:30][CH3:31])[C:6]([N:8]1[CH2:12][CH2:11][C@@:10]([C:19]2[CH:24]=[CH:23][C:22]([Cl:25])=[C:21]([Cl:26])[CH:20]=2)([CH2:13][CH2:14][OH:15])[CH2:9]1)=[O:7]. The catalyst class is: 138.